From a dataset of Peptide-MHC class I binding affinity with 185,985 pairs from IEDB/IMGT. Regression. Given a peptide amino acid sequence and an MHC pseudo amino acid sequence, predict their binding affinity value. This is MHC class I binding data. The peptide sequence is WYAQIQPHW. The MHC is HLA-A23:01 with pseudo-sequence HLA-A23:01. The binding affinity (normalized) is 0.618.